From a dataset of Buchwald-Hartwig C-N cross coupling reaction yields with 55,370 reactions. Predict the reaction yield, written as a fraction of the theoretical maximum amount of product (1.0 means a 100% yield; for example, 0.34 means a 34% yield). (1) The reactants are Brc1cccnc1.Cc1ccc(N)cc1.O=S(=O)(O[Pd]1c2ccccc2-c2ccccc2N~1)C(F)(F)F.COc1ccc(OC)c(P(C(C)(C)C)C(C)(C)C)c1-c1c(C(C)C)cc(C(C)C)cc1C(C)C.CN(C)C(=NC(C)(C)C)N(C)C.Cc1cc(C)on1. No catalyst specified. The product is Cc1ccc(Nc2cccnc2)cc1. The yield is 0.613. (2) The reactants are Brc1ccccn1.Cc1ccc(N)cc1.O=S(=O)(O[Pd]1c2ccccc2-c2ccccc2N~1)C(F)(F)F.COc1ccc(OC)c(P([C@]23C[C@H]4C[C@H](C[C@H](C4)C2)C3)[C@]23C[C@H]4C[C@H](C[C@H](C4)C2)C3)c1-c1c(C(C)C)cc(C(C)C)cc1C(C)C.CN1CCCN2CCCN=C12.CCOC(=O)c1cc(C)no1. No catalyst specified. The product is Cc1ccc(Nc2ccccn2)cc1. The yield is 0.956. (3) The reactants are Clc1ccccn1.Cc1ccc(N)cc1.O=S(=O)(O[Pd]1c2ccccc2-c2ccccc2N~1)C(F)(F)F.CC(C)c1cc(C(C)C)c(-c2ccccc2P(C(C)(C)C)C(C)(C)C)c(C(C)C)c1.CN(C)C(=NC(C)(C)C)N(C)C.c1ccc(CN(Cc2ccccc2)c2ccno2)cc1. No catalyst specified. The product is Cc1ccc(Nc2ccccn2)cc1. The yield is 0.337. (4) The reactants are Brc1cccnc1.Cc1ccc(N)cc1.O=S(=O)(O[Pd]1c2ccccc2-c2ccccc2N~1)C(F)(F)F.COc1ccc(OC)c(P(C(C)(C)C)C(C)(C)C)c1-c1c(C(C)C)cc(C(C)C)cc1C(C)C.CN1CCCN2CCCN=C12.CCOC(=O)c1ccon1. No catalyst specified. The product is Cc1ccc(Nc2cccnc2)cc1. The yield is 0.869.